From a dataset of Reaction yield outcomes from USPTO patents with 853,638 reactions. Predict the reaction yield, written as a fraction of the theoretical maximum amount of product (1.0 means a 100% yield; for example, 0.34 means a 34% yield). (1) The reactants are [Br:1][C:2]1[CH:10]=[C:9](/[CH:11]=[CH:12]/[CH:13]([C:18]2[CH:23]=[C:22]([Cl:24])[C:21]([F:25])=[C:20]([Cl:26])[CH:19]=2)[C:14]([F:17])([F:16])[F:15])[CH:8]=[CH:7][C:3]=1[C:4](O)=[O:5].[NH2:27][CH2:28][C:29]([NH:31][CH2:32][C:33]([F:36])([F:35])[F:34])=[O:30].F[P-](F)(F)(F)(F)F.N1(O[P+](N2CCCC2)(N2CCCC2)N2CCCC2)C2C=CC=CC=2N=N1.CCN(C(C)C)C(C)C. The catalyst is C(Cl)Cl.O. The product is [Br:1][C:2]1[CH:10]=[C:9](/[CH:11]=[CH:12]/[CH:13]([C:18]2[CH:19]=[C:20]([Cl:26])[C:21]([F:25])=[C:22]([Cl:24])[CH:23]=2)[C:14]([F:17])([F:16])[F:15])[CH:8]=[CH:7][C:3]=1[C:4]([NH:27][CH2:28][C:29](=[O:30])[NH:31][CH2:32][C:33]([F:36])([F:35])[F:34])=[O:5]. The yield is 0.310. (2) The reactants are [CH2:1]([NH:8][C:9]1[N:14]2[N:15]=[CH:16][C:17]([C:18](O)=[O:19])=[C:13]2[N:12]=[CH:11][C:10]=1[C:21]([N:23]1[CH2:28][CH2:27][C:26]2([C:32]3[CH:33]=[CH:34][CH:35]=[CH:36][C:31]=3[O:30][CH2:29]2)[CH2:25][CH2:24]1)=[O:22])[C:2]1[CH:7]=[CH:6][CH:5]=[CH:4][CH:3]=1.[CH:37]1([S:40]([NH2:43])(=[O:42])=[O:41])[CH2:39][CH2:38]1. No catalyst specified. The product is [CH2:1]([NH:8][C:9]1[N:14]2[N:15]=[CH:16][C:17]([C:18]([NH:43][S:40]([CH:37]3[CH2:39][CH2:38]3)(=[O:42])=[O:41])=[O:19])=[C:13]2[N:12]=[CH:11][C:10]=1[C:21]([N:23]1[CH2:24][CH2:25][C:26]2([C:32]3[CH:33]=[CH:34][CH:35]=[CH:36][C:31]=3[O:30][CH2:29]2)[CH2:27][CH2:28]1)=[O:22])[C:2]1[CH:7]=[CH:6][CH:5]=[CH:4][CH:3]=1. The yield is 0.470. (3) The reactants are [CH2:1]([N:5]1[CH:10]=[CH:9][C:8]([N:11]2[CH2:16][CH2:15][CH:14]([C:17]3[CH:22]=[CH:21][CH:20]=[CH:19][CH:18]=3)[CH2:13][CH2:12]2)=[CH:7][C:6]1=[O:23])[CH2:2][CH2:3][CH3:4].[Cl:24]N1C(=O)CCC1=O. The catalyst is C(Cl)Cl. The product is [CH2:1]([N:5]1[CH:10]=[CH:9][C:8]([N:11]2[CH2:12][CH2:13][CH:14]([C:17]3[CH:18]=[CH:19][CH:20]=[CH:21][CH:22]=3)[CH2:15][CH2:16]2)=[C:7]([Cl:24])[C:6]1=[O:23])[CH2:2][CH2:3][CH3:4]. The yield is 0.820. (4) The reactants are [Cl:1][C:2]1[CH:7]=[CH:6][C:5]([C@@H:8]2[CH2:12][N:11]([C:13]([O:15][C:16]([CH3:19])([CH3:18])[CH3:17])=[O:14])[CH2:10][C@H:9]2[C:20](OC)=[O:21])=[CH:4][CH:3]=1.[BH4-].[Li+].CO.[Cl-].[NH4+]. The catalyst is O1CCCC1.C(OCC)(=O)C. The product is [Cl:1][C:2]1[CH:3]=[CH:4][C:5]([C@H:8]2[C@H:9]([CH2:20][OH:21])[CH2:10][N:11]([C:13]([O:15][C:16]([CH3:19])([CH3:18])[CH3:17])=[O:14])[CH2:12]2)=[CH:6][CH:7]=1. The yield is 0.350. (5) The reactants are Br[C:2]1[N:7]=[C:6]2[N:8]([CH3:23])[C:9]3[CH2:14][CH:13]([CH3:15])[N:12]([C:16]([O:18][C:19]([CH3:22])([CH3:21])[CH3:20])=[O:17])[CH2:11][C:10]=3[C:5]2=[CH:4][CH:3]=1.[F:24][C:25]1[CH:39]=[CH:38][C:28]([CH2:29][CH2:30][N:31]2[CH2:36][CH2:35][NH:34][C:33](=[O:37])[CH2:32]2)=[CH:27][CH:26]=1. No catalyst specified. The product is [CH3:15][CH:13]1[N:12]([C:16]([O:18][C:19]([CH3:22])([CH3:21])[CH3:20])=[O:17])[CH2:11][C:10]2[C:5]3[C:6]([N:8]([CH3:23])[C:9]=2[CH2:14]1)=[N:7][C:2]([N:34]1[CH2:35][CH2:36][N:31]([CH2:30][CH2:29][C:28]2[CH:38]=[CH:39][C:25]([F:24])=[CH:26][CH:27]=2)[CH2:32][C:33]1=[O:37])=[CH:3][CH:4]=3. The yield is 0.730. (6) The reactants are [NH2:1][C:2]1[CH:11]=[CH:10][C:9]([C:12]([F:15])([F:14])[F:13])=[CH:8][C:3]=1[C:4]([O:6][CH3:7])=[O:5].C(N(CC)CC)C.[F:23][C:24]([F:37])([F:36])[S:25](O[S:25]([C:24]([F:37])([F:36])[F:23])(=[O:27])=[O:26])(=[O:27])=[O:26].O. The catalyst is ClCCl. The product is [F:15][C:12]([F:13])([F:14])[C:9]1[CH:10]=[CH:11][C:2]([NH:1][S:25]([C:24]([F:37])([F:36])[F:23])(=[O:27])=[O:26])=[C:3]([CH:8]=1)[C:4]([O:6][CH3:7])=[O:5]. The yield is 0.750.